From a dataset of Forward reaction prediction with 1.9M reactions from USPTO patents (1976-2016). Predict the product of the given reaction. (1) Given the reactants Br[CH2:2][CH2:3][CH2:4][CH2:5][S:6][C:7]1[CH:12]=[CH:11][N:10]=[CH:9][CH:8]=1.[OH:13][C:14]1[C:19]([Cl:20])=[C:18]([OH:21])[CH:17]=[CH:16][C:15]=1[C:22](=[O:27])[CH2:23][CH:24]([CH3:26])[CH3:25], predict the reaction product. The product is: [Cl:20][C:19]1[C:14]([O:13][CH2:2][CH2:3][CH2:4][CH2:5][S:6][C:7]2[CH:12]=[CH:11][N:10]=[CH:9][CH:8]=2)=[C:15]([C:22](=[O:27])[CH2:23][CH:24]([CH3:25])[CH3:26])[CH:16]=[CH:17][C:18]=1[O:21][CH2:2][CH2:3][CH2:4][CH2:5][S:6][C:7]1[CH:12]=[CH:11][N:10]=[CH:9][CH:8]=1. (2) Given the reactants [CH2:1]([O:3][C:4]([C:6]1[CH:10]=[C:9]([CH2:11]Br)[N:8]([C:13]2[C:18]([Cl:19])=[CH:17][CH:16]=[CH:15][C:14]=2[Cl:20])[N:7]=1)=[O:5])[CH3:2].[Br:21][C:22]1[CH:27]=[CH:26][C:25]([OH:28])=[CH:24][CH:23]=1.C(=O)([O-])[O-].[K+].[K+], predict the reaction product. The product is: [CH2:1]([O:3][C:4]([C:6]1[CH:10]=[C:9]([CH2:11][O:28][C:25]2[CH:26]=[CH:27][C:22]([Br:21])=[CH:23][CH:24]=2)[N:8]([C:13]2[C:18]([Cl:19])=[CH:17][CH:16]=[CH:15][C:14]=2[Cl:20])[N:7]=1)=[O:5])[CH3:2]. (3) Given the reactants [O:1]1[CH:5]=[CH:4][CH:3]=[C:2]1[C:6](=[O:10])[C:7]([OH:9])=O.Cl.CN(C)CCCN=C=NCC.[O:23]1[CH2:28][CH2:27][CH2:26][CH2:25][CH:24]1[N:29]1[C:37]2[C:32](=[CH:33][C:34]([C:38]3[N:42]=[CH:41][N:40]([C:43]([C:56]4[CH:61]=[CH:60][CH:59]=[CH:58][CH:57]=4)([C:50]4[CH:55]=[CH:54][CH:53]=[CH:52][CH:51]=4)[C:44]4[CH:49]=[CH:48][CH:47]=[CH:46][CH:45]=4)[N:39]=3)=[CH:35][CH:36]=2)[C:31]([C:62]2[CH:63]=[C:64]([NH2:68])[CH:65]=[CH:66][CH:67]=2)=[N:30]1, predict the reaction product. The product is: [O:1]1[CH:5]=[CH:4][CH:3]=[C:2]1[C:6](=[O:10])[C:7]([NH:68][C:64]1[CH:65]=[CH:66][CH:67]=[C:62]([C:31]2[C:32]3[C:37](=[CH:36][CH:35]=[C:34]([C:38]4[N:42]=[CH:41][N:40]([C:43]([C:44]5[CH:45]=[CH:46][CH:47]=[CH:48][CH:49]=5)([C:50]5[CH:55]=[CH:54][CH:53]=[CH:52][CH:51]=5)[C:56]5[CH:61]=[CH:60][CH:59]=[CH:58][CH:57]=5)[N:39]=4)[CH:33]=3)[N:29]([CH:24]3[CH2:25][CH2:26][CH2:27][CH2:28][O:23]3)[N:30]=2)[CH:63]=1)=[O:9]. (4) Given the reactants [OH:1][B:2]1[C:6]2[CH:7]=[CH:8][C:9]([S:11][C:12]3[CH:19]=[CH:18][C:15]([C:16]#[N:17])=[CH:14][CH:13]=3)=[CH:10][C:5]=2[CH2:4][O:3]1.C[OH:21], predict the reaction product. The product is: [OH:1][B:2]1[C:6]2[CH:7]=[CH:8][C:9]([S:11]([C:12]3[CH:19]=[CH:18][C:15]([C:16]#[N:17])=[CH:14][CH:13]=3)=[O:21])=[CH:10][C:5]=2[CH2:4][O:3]1. (5) Given the reactants Cl.[O:2]1[CH2:7][CH2:6][N:5]([CH2:8][C:9]2[CH:10]=[N:11][C:12]3[C:17]([CH:18]=2)=[CH:16][C:15]([S:19][C:20]2[N:24]4[CH:25]=[C:26]([C:29](=O)[CH3:30])[CH:27]=[CH:28][C:23]4=[N:22][N:21]=2)=[CH:14][CH:13]=3)[CH2:4][CH2:3]1.[NH2:32][O:33][CH2:34][CH2:35][OH:36], predict the reaction product. The product is: [OH:36][CH2:35][CH2:34][O:33]/[N:32]=[C:29](/[C:26]1[CH:27]=[CH:28][C:23]2[N:24]([C:20]([S:19][C:15]3[CH:16]=[C:17]4[C:12](=[CH:13][CH:14]=3)[N:11]=[CH:10][C:9]([CH2:8][N:5]3[CH2:6][CH2:7][O:2][CH2:3][CH2:4]3)=[CH:18]4)=[N:21][N:22]=2)[CH:25]=1)\[CH3:30]. (6) Given the reactants [O-:1][CH2:2][CH3:3].[Na+].C(O)C.[CH3:8][C:9]1[CH:29]=[C:28]([C:30]2[C:34]([CH:35]=[O:36])=[C:33](Cl)[N:32]([CH3:38])[N:31]=2)[CH:27]=[CH:26][C:10]=1[O:11][CH2:12][C:13]1[CH:18]=[CH:17][CH:16]=[CH:15][C:14]=1[N:19]1[C:23](=[O:24])[N:22]([CH3:25])[N:21]=[N:20]1.O1CCCC1, predict the reaction product. The product is: [CH3:8][C:9]1[CH:29]=[C:28]([C:30]2[C:34]([CH:35]=[O:36])=[C:33]([O:1][CH2:2][CH3:3])[N:32]([CH3:38])[N:31]=2)[CH:27]=[CH:26][C:10]=1[O:11][CH2:12][C:13]1[CH:18]=[CH:17][CH:16]=[CH:15][C:14]=1[N:19]1[C:23](=[O:24])[N:22]([CH3:25])[N:21]=[N:20]1. (7) Given the reactants [NH2:1][C:2]([CH3:38])([CH2:28][CH2:29][O:30]CC1C=CC=CC=1)[CH2:3][NH:4][C:5]([C:7]1[N:11]2[CH:12]=[C:13]([CH3:26])[CH:14]=[C:15]([O:16][CH2:17][C:18]3[C:23]([F:24])=[CH:22][CH:21]=[CH:20][C:19]=3[F:25])[C:10]2=[N:9][C:8]=1[CH3:27])=[O:6], predict the reaction product. The product is: [NH2:1][C:2]([CH3:38])([CH2:28][CH2:29][OH:30])[CH2:3][NH:4][C:5]([C:7]1[N:11]2[CH:12]=[C:13]([CH3:26])[CH:14]=[C:15]([O:16][CH2:17][C:18]3[C:19]([F:25])=[CH:20][CH:21]=[CH:22][C:23]=3[F:24])[C:10]2=[N:9][C:8]=1[CH3:27])=[O:6]. (8) Given the reactants [CH2:1]=[O:2].S(=O)(=O)(O)O.[CH2:8]([C:10]1[CH:15]=[CH:14][CH:13]=[CH:12][CH:11]=1)[CH3:9].[CH2:16](C(C)=O)[CH:17](C)C, predict the reaction product. The product is: [C:14]1([CH:1]=[O:2])[C:15]2[C:10](=[CH:8][CH:9]=[CH:16][CH:17]=2)[CH:11]=[CH:12][CH:13]=1.